Predict the product of the given reaction. From a dataset of Forward reaction prediction with 1.9M reactions from USPTO patents (1976-2016). (1) Given the reactants C(N(CC)CC)C.[C:16](O[C:16]([O:18][C:19]([CH3:22])([CH3:21])[CH3:20])=[O:17])([O:18][C:19]([CH3:22])([CH3:21])[CH3:20])=[O:17].[NH2:23][C@@H:24]1[CH2:28][O:27][CH2:26][C@H:25]1[OH:29].[Cl-].[Na+], predict the reaction product. The product is: [OH:29][C@@H:25]1[CH2:26][O:27][CH2:28][C@H:24]1[NH:23][C:16](=[O:17])[O:18][C:19]([CH3:20])([CH3:21])[CH3:22]. (2) Given the reactants C(Cl)(=O)C(Cl)=O.[Br:7][C:8]1[C:9]([O:18][CH3:19])=[C:10]([C:14]([F:17])=[CH:15][CH:16]=1)[C:11](O)=[O:12].C[N:21](C=O)C, predict the reaction product. The product is: [Br:7][C:8]1[C:9]([O:18][CH3:19])=[C:10]([C:14]([F:17])=[CH:15][CH:16]=1)[C:11]([NH2:21])=[O:12]. (3) Given the reactants [CH3:1][O:2][C:3]1[C:4]2[CH:11]=[C:10]([C:12]3[C:20]4[C:15](=[CH:16][CH:17]=[C:18]([O:21][CH3:22])[CH:19]=4)[NH:14][CH:13]=3)[N:9](S(C3C=CC(C)=CC=3)(=O)=O)[C:5]=2[N:6]=[CH:7][N:8]=1.[OH-].[K+], predict the reaction product. The product is: [CH3:1][O:2][C:3]1[C:4]2[CH:11]=[C:10]([C:12]3[C:20]4[C:15](=[CH:16][CH:17]=[C:18]([O:21][CH3:22])[CH:19]=4)[NH:14][CH:13]=3)[NH:9][C:5]=2[N:6]=[CH:7][N:8]=1.